This data is from Catalyst prediction with 721,799 reactions and 888 catalyst types from USPTO. The task is: Predict which catalyst facilitates the given reaction. Reactant: [CH:1]1([CH2:4][O:5][C:6]2[CH:11]=[CH:10][C:9]([CH2:12][CH2:13][C:14]3[CH:23]=[CH:22][C:17]([C:18](OC)=[O:19])=[C:16]([O:24][CH2:25][O:26][CH3:27])[CH:15]=3)=[CH:8][CH:7]=2)[CH2:3][CH2:2]1.[H-].[Al+3].[Li+].[H-].[H-].[H-].O.[OH-].[Na+]. Product: [CH:1]1([CH2:4][O:5][C:6]2[CH:7]=[CH:8][C:9]([CH2:12][CH2:13][C:14]3[CH:23]=[CH:22][C:17]([CH2:18][OH:19])=[C:16]([O:24][CH2:25][O:26][CH3:27])[CH:15]=3)=[CH:10][CH:11]=2)[CH2:3][CH2:2]1. The catalyst class is: 1.